The task is: Predict the product of the given reaction.. This data is from Forward reaction prediction with 1.9M reactions from USPTO patents (1976-2016). (1) Given the reactants [CH3:1][O:2][C:3]1[CH:8]=[CH:7][C:6]([N:9]2[C:13]3[C:14](=[O:27])[N:15]([C:18]4[CH:23]=[CH:22][C:21]([N+:24]([O-])=O)=[CH:20][CH:19]=4)[CH2:16][CH2:17][C:12]=3[C:11]([C:28]([O:30][CH2:31][CH3:32])=[O:29])=[N:10]2)=[CH:5][CH:4]=1.[Cl-].[NH4+].O.C(Cl)Cl, predict the reaction product. The product is: [NH2:24][C:21]1[CH:22]=[CH:23][C:18]([N:15]2[CH2:16][CH2:17][C:12]3[C:11]([C:28]([O:30][CH2:31][CH3:32])=[O:29])=[N:10][N:9]([C:6]4[CH:7]=[CH:8][C:3]([O:2][CH3:1])=[CH:4][CH:5]=4)[C:13]=3[C:14]2=[O:27])=[CH:19][CH:20]=1. (2) Given the reactants Br[C:2]1[CH:3]=[N:4][N:5]2[CH:10]=[CH:9][C:8]([N:11]3[C@@H:15]([C:16]4[CH:21]=[CH:20][CH:19]=[CH:18][C:17]=4[O:22][CH3:23])[CH2:14][O:13][C:12]3=[O:24])=[N:7][C:6]=12.[F:25][C:26]1[CH:31]=[C:30](B2OC(C)(C)C(C)(C)O2)[CH:29]=[CH:28][C:27]=1[C:41]1[N:45]=[CH:44][N:43]([CH2:46][O:47][CH2:48][CH2:49][Si:50]([CH3:53])([CH3:52])[CH3:51])[N:42]=1.C([O-])([O-])=O.[Na+].[Na+].C1(P(C2CCCCC2)C2C=CC=CC=2C2C(C(C)C)=CC(C(C)C)=CC=2C(C)C)CCCCC1, predict the reaction product. The product is: [F:25][C:26]1[CH:31]=[C:30]([C:2]2[CH:3]=[N:4][N:5]3[CH:10]=[CH:9][C:8]([N:11]4[C@@H:15]([C:16]5[CH:21]=[CH:20][CH:19]=[CH:18][C:17]=5[O:22][CH3:23])[CH2:14][O:13][C:12]4=[O:24])=[N:7][C:6]=23)[CH:29]=[CH:28][C:27]=1[C:41]1[N:45]=[CH:44][N:43]([CH2:46][O:47][CH2:48][CH2:49][Si:50]([CH3:53])([CH3:52])[CH3:51])[N:42]=1.